Dataset: Forward reaction prediction with 1.9M reactions from USPTO patents (1976-2016). Task: Predict the product of the given reaction. (1) Given the reactants [Cl:1][C:2]1[N:6]2[C:7]3[CH:36]=[CH:35][C:34]([Cl:37])=[CH:33][C:8]=3[C@@H:9]([C:23]3[CH:28]=[CH:27][CH:26]=[C:25]([O:29][CH3:30])[C:24]=3[O:31][CH3:32])[O:10][C@H:11]([CH2:12][CH2:13][N:14]3[C:18]([CH2:19][C:20]([O-:22])=[O:21])=[N:17][N:16]=[N:15]3)[C:5]2=[N:4][C:3]=1[Cl:38].C(=O)([O-])[O-].[K+].[K+].Cl, predict the reaction product. The product is: [Cl:1][C:2]1[N:6]2[C:7]3[CH:36]=[CH:35][C:34]([Cl:37])=[CH:33][C:8]=3[C@@H:9]([C:23]3[CH:28]=[CH:27][CH:26]=[C:25]([O:29][CH3:30])[C:24]=3[O:31][CH3:32])[O:10][C@H:11]([CH2:12][CH2:13][N:14]3[C:18]([CH2:19][C:20]([OH:22])=[O:21])=[N:17][N:16]=[N:15]3)[C:5]2=[N:4][C:3]=1[Cl:38]. (2) Given the reactants [F:1][C:2]1[CH:7]=[CH:6][CH:5]=[C:4]([F:8])[C:3]=1[C:9]1[N:10]([S:27]([C:30]2[CH:35]=[CH:34][CH:33]=[CH:32][CH:31]=2)(=[O:29])=[O:28])[C:11]2[C:16]([CH:17]=1)=[CH:15][C:14](B1OC(C)(C)C(C)(C)O1)=[CH:13][CH:12]=2.FC(F)(F)S(O[C:42]1[N:46]([CH2:47][CH3:48])[N:45]=[C:44]([C:49]2[CH:54]=[N:53][CH:52]=[CH:51][N:50]=2)[CH:43]=1)(=O)=O.C(=O)([O-])[O-].[K+].[K+].O, predict the reaction product. The product is: [F:1][C:2]1[CH:7]=[CH:6][CH:5]=[C:4]([F:8])[C:3]=1[C:9]1[N:10]([S:27]([C:30]2[CH:35]=[CH:34][CH:33]=[CH:32][CH:31]=2)(=[O:29])=[O:28])[C:11]2[C:16]([CH:17]=1)=[CH:15][C:14]([C:42]1[N:46]([CH2:47][CH3:48])[N:45]=[C:44]([C:49]3[CH:54]=[N:53][CH:52]=[CH:51][N:50]=3)[CH:43]=1)=[CH:13][CH:12]=2. (3) Given the reactants [CH3:1][O:2][C:3]1[N:8]=[C:7]([CH2:9]O)[CH:6]=[CH:5][CH:4]=1.CCN(CC)CC.CS([Cl:22])(=O)=O, predict the reaction product. The product is: [Cl:22][CH2:9][C:7]1[CH:6]=[CH:5][CH:4]=[C:3]([O:2][CH3:1])[N:8]=1. (4) Given the reactants C(OC([C@@H:6]1[CH2:11][CH2:10][CH2:9][N:8]([CH2:12][C:13]2[CH:22]=[CH:21][C:20]3[C:15](=[CH:16][CH:17]=[C:18]([O:23][CH:24]4[CH2:29][CH2:28][CH:27]([C:30]([CH3:33])([CH3:32])[CH3:31])[CH2:26][CH2:25]4)[CH:19]=3)[CH:14]=2)[CH2:7]1)=O)C.[CH2:34]([OH:36])C.[OH-:37].[Na+].Cl, predict the reaction product. The product is: [C:30]([C@H:27]1[CH2:28][CH2:29][C@H:24]([O:23][C:18]2[CH:19]=[C:20]3[C:15](=[CH:16][CH:17]=2)[CH:14]=[C:13]([CH2:12][N:8]2[CH2:9][CH2:10][CH2:11][CH2:6][C@@H:7]2[C:34]([OH:36])=[O:37])[CH:22]=[CH:21]3)[CH2:25][CH2:26]1)([CH3:33])([CH3:31])[CH3:32]. (5) Given the reactants O[Li:2].O.C[O:5][C:6]([C:8]1[CH:9]=[C:10]([CH:43]=[CH:44][CH:45]=1)[CH2:11][CH2:12][C:13]1[C:18]([C:19]([F:22])([F:21])[F:20])=[CH:17][N:16]=[C:15]([NH:23][C:24]2[CH:29]=[CH:28][C:27]([N:30]3[CH2:35][CH2:34][N:33]([C:36]([O:38][C:39]([CH3:42])([CH3:41])[CH3:40])=[O:37])[CH2:32][CH2:31]3)=[CH:26][CH:25]=2)[N:14]=1)=[O:7], predict the reaction product. The product is: [C:39]([O:38][C:36]([N:33]1[CH2:34][CH2:35][N:30]([C:27]2[CH:26]=[CH:25][C:24]([NH:23][C:15]3[N:14]=[C:13]([CH2:12][CH2:11][C:10]4[CH:9]=[C:8]([CH:45]=[CH:44][CH:43]=4)[C:6]([O-:7])=[O:5])[C:18]([C:19]([F:20])([F:21])[F:22])=[CH:17][N:16]=3)=[CH:29][CH:28]=2)[CH2:31][CH2:32]1)=[O:37])([CH3:42])([CH3:40])[CH3:41].[Li+:2]. (6) Given the reactants Cl.[OH:2][C:3]1[CH:8]=[CH:7][C:6]([N:9]([C:49]2[CH:54]=[CH:53][CH:52]=[CH:51][CH:50]=2)[C:10]([C:12]2[CH:13]=[C:14]([C:21]3[C:29]([C:30]([N:32]4[C@H:41]([CH2:42][N:43]5[CH2:48][CH2:47][O:46][CH2:45][CH2:44]5)[CH2:40][C:39]5[C:34](=[CH:35][CH:36]=[CH:37][CH:38]=5)[CH2:33]4)=[O:31])=[CH:28][C:24]4[O:25][CH2:26][O:27][C:23]=4[CH:22]=3)[N:15]3[C:20]=2[CH2:19][CH2:18][CH2:17][CH2:16]3)=[O:11])=[CH:5][CH:4]=1.ClC1C=CC=C(C(OO)=[O:63])C=1, predict the reaction product. The product is: [OH:2][C:3]1[CH:4]=[CH:5][C:6]([N:9]([C:49]2[CH:50]=[CH:51][CH:52]=[CH:53][CH:54]=2)[C:10]([C:12]2[CH:13]=[C:14]([C:21]3[C:29]([C:30]([N:32]4[C@H:41]([CH2:42][N+:43]5([O-:63])[CH2:48][CH2:47][O:46][CH2:45][CH2:44]5)[CH2:40][C:39]5[C:34](=[CH:35][CH:36]=[CH:37][CH:38]=5)[CH2:33]4)=[O:31])=[CH:28][C:24]4[O:25][CH2:26][O:27][C:23]=4[CH:22]=3)[N:15]3[C:20]=2[CH2:19][CH2:18][CH2:17][CH2:16]3)=[O:11])=[CH:7][CH:8]=1. (7) Given the reactants Cl.[F:2][C:3]([F:17])([F:16])[C:4]1[CH:5]=[C:6]([N:10]2[CH2:15][CH2:14][NH:13][CH2:12][CH2:11]2)[CH:7]=[CH:8][CH:9]=1.ClCCl.Br[CH2:22][CH2:23][Cl:24].C(N(CC)CC)C, predict the reaction product. The product is: [Cl:24][CH2:23][CH2:22][N:13]1[CH2:14][CH2:15][N:10]([C:6]2[CH:7]=[CH:8][CH:9]=[C:4]([C:3]([F:2])([F:16])[F:17])[CH:5]=2)[CH2:11][CH2:12]1. (8) Given the reactants C(N(CC)CC)C.[NH2:8][C:9]1[N:10]=[C:11]([C:24]2[CH:29]=[CH:28][CH:27]=[CH:26][CH:25]=2)[C:12]([C:16]2[CH:17]=[CH:18][C:19](=[O:23])[N:20]([CH3:22])[N:21]=2)=[N:13][C:14]=1Br.[C:30]([C:32]1[CH:37]=[CH:36][CH:35]=[CH:34][CH:33]=1)#[CH:31].O, predict the reaction product. The product is: [NH2:8][C:9]1[N:10]=[C:11]([C:24]2[CH:29]=[CH:28][CH:27]=[CH:26][CH:25]=2)[C:12]([C:16]2[CH:17]=[CH:18][C:19](=[O:23])[N:20]([CH3:22])[N:21]=2)=[N:13][C:14]=1[C:31]#[C:30][C:32]1[CH:37]=[CH:36][CH:35]=[CH:34][CH:33]=1. (9) Given the reactants Cl[CH2:2][CH2:3][CH2:4][NH:5][C:6]([C:8]1[C:12]2[O:13][C:14]([C:18]3[CH:23]=[CH:22][CH:21]=[CH:20][CH:19]=3)=[CH:15][C:16](=[O:17])[C:11]=2[S:10][CH:9]=1)=[O:7].[F:24][C:25]([F:41])([F:40])[CH2:26][O:27][C:28]1[CH:33]=[CH:32][CH:31]=[CH:30][C:29]=1[N:34]1[CH2:39][CH2:38][NH:37][CH2:36][CH2:35]1.C(=O)([O-])[O-].[K+].[K+], predict the reaction product. The product is: [O:17]=[C:16]1[CH:15]=[C:14]([C:18]2[CH:23]=[CH:22][CH:21]=[CH:20][CH:19]=2)[O:13][C:12]2[C:8]([C:6]([NH:5][CH2:4][CH2:3][CH2:2][N:37]3[CH2:36][CH2:35][N:34]([C:29]4[CH:30]=[CH:31][CH:32]=[CH:33][C:28]=4[O:27][CH2:26][C:25]([F:40])([F:24])[F:41])[CH2:39][CH2:38]3)=[O:7])=[CH:9][S:10][C:11]1=2.